This data is from Blood-brain barrier penetration binary classification data from Martins et al.. The task is: Regression/Classification. Given a drug SMILES string, predict its absorption, distribution, metabolism, or excretion properties. Task type varies by dataset: regression for continuous measurements (e.g., permeability, clearance, half-life) or binary classification for categorical outcomes (e.g., BBB penetration, CYP inhibition). Dataset: bbb_martins. (1) The compound is C=CCN1CCC23c4c5ccc(O)c4OC2C2(OC)C=CC3(CC2[C@](C)(O)CCC)C1C5. The result is 1 (penetrates BBB). (2) The molecule is C=COCC(F)(F)F. The result is 1 (penetrates BBB). (3) The drug is CN1CC[C@@H]2c3cc(Cl)ccc3Oc3ccccc3[C@H]2C1. The result is 1 (penetrates BBB). (4) The molecule is CN=C(NC#N)NCCSCc1csc(N=C(N)N)n1. The result is 1 (penetrates BBB).